The task is: Predict the reaction yield, written as a fraction of the theoretical maximum amount of product (1.0 means a 100% yield; for example, 0.34 means a 34% yield).. This data is from Reaction yield outcomes from USPTO patents with 853,638 reactions. (1) The reactants are C(OC(=O)[NH:7][C@H:8]1[CH2:13][CH2:12][C@H:11]([CH2:14][N:15]=[N+:16]=[N-:17])[CH2:10][CH2:9]1)(C)(C)C.[ClH:19]. The catalyst is O1CCOCC1. The product is [ClH:19].[N:15]([CH2:14][C@H:11]1[CH2:12][CH2:13][C@H:8]([NH2:7])[CH2:9][CH2:10]1)=[N+:16]=[N-:17]. The yield is 0.930. (2) The reactants are [OH:1][CH2:2][C:3]([CH3:11])([CH3:10])[CH2:4][NH:5][C:6](=[O:9])[CH2:7][CH3:8].[N+:12]([C:15]1[CH:22]=[CH:21][CH:20]=[C:19]([N+]([O-])=O)[C:16]=1[C:17]#[N:18])([O-:14])=[O:13]. No catalyst specified. The product is [C:17]([C:16]1[C:15]([N+:12]([O-:14])=[O:13])=[CH:22][CH:21]=[CH:20][C:19]=1[O:1][CH2:2][C:3]([CH3:10])([CH3:11])[CH2:4][NH:5][C:6](=[O:9])[CH2:7][CH3:8])#[N:18]. The yield is 0.680. (3) The reactants are [F:1][C:2]([F:11])([F:10])[C:3]1[CH:8]=[CH:7][N:6]=[N:5][C:4]=1[NH2:9].Br[CH2:13][C:14](=O)[CH2:15][C:16]1[CH:21]=[CH:20][CH:19]=[CH:18][CH:17]=1.C(=O)(O)[O-].[Na+]. The catalyst is CCO. The product is [CH2:15]([C:14]1[N:9]=[C:4]2[C:3]([C:2]([F:10])([F:1])[F:11])=[CH:8][CH:7]=[N:6][N:5]2[CH:13]=1)[C:16]1[CH:21]=[CH:20][CH:19]=[CH:18][CH:17]=1. The yield is 0.150. (4) The reactants are [CH2:1]([S:8][CH:9]([CH:42]=O)[CH2:10][NH:11][C:12]([C:14]1[NH:15][C:16]2[C:21]([CH:22]=1)=[CH:20][C:19]([O:23][CH2:24][CH2:25][CH2:26][S:27]([CH3:30])(=[O:29])=[O:28])=[CH:18][C:17]=2[N:31]([CH3:41])[S:32]([C:35]1[CH:40]=[CH:39][CH:38]=[CH:37][N:36]=1)(=[O:34])=[O:33])=[O:13])[C:2]1[CH:7]=[CH:6][CH:5]=[CH:4][CH:3]=1.[NH:44]1[CH2:49][CH2:48][O:47][CH2:46][CH2:45]1.C(O[BH-](OC(=O)C)OC(=O)C)(=O)C.[Na+].C(O)(=O)CC(CC(O)=O)(C(O)=O)O.C(=O)([O-])O.[Na+]. The catalyst is O1CCCC1. The product is [CH2:1]([S:8][CH:9]([CH2:42][N:44]1[CH2:49][CH2:48][O:47][CH2:46][CH2:45]1)[CH2:10][NH:11][C:12]([C:14]1[NH:15][C:16]2[C:21]([CH:22]=1)=[CH:20][C:19]([O:23][CH2:24][CH2:25][CH2:26][S:27]([CH3:30])(=[O:29])=[O:28])=[CH:18][C:17]=2[N:31]([CH3:41])[S:32]([C:35]1[CH:40]=[CH:39][CH:38]=[CH:37][N:36]=1)(=[O:34])=[O:33])=[O:13])[C:2]1[CH:3]=[CH:4][CH:5]=[CH:6][CH:7]=1. The yield is 0.890. (5) The reactants are [F:1][C:2]1([F:18])[CH2:6][CH2:5][CH:4]([NH:7]C(=O)OCC2C=CC=CC=2)[CH2:3]1.[ClH:19]. No catalyst specified. The product is [ClH:19].[F:1][C:2]1([F:18])[CH2:6][CH2:5][CH:4]([NH2:7])[CH2:3]1. The yield is 0.850. (6) The reactants are S(O)(O)(=O)=O.[NH2:6][C:7]1[NH:8][CH:9]=[CH:10][N:11]=1.Br[C:13]1[CH:18]=[CH:17][C:16]([N+:19]([O-:21])=[O:20])=[CH:15][CH:14]=1.C([O-])([O-])=O.[K+].[K+]. The catalyst is CN(C=O)C.CCOC(C)=O.O.C1OCCOCCOCCOCCOCCOC1. The product is [CH:14]1[C:13]([N:8]2[C:7]([NH2:6])=[N:11][CH:10]=[CH:9]2)=[CH:18][CH:17]=[C:16]([N+:19]([O-:21])=[O:20])[CH:15]=1. The yield is 0.980.